This data is from Acute oral toxicity (LD50) regression data from Zhu et al.. The task is: Regression/Classification. Given a drug SMILES string, predict its toxicity properties. Task type varies by dataset: regression for continuous values (e.g., LD50, hERG inhibition percentage) or binary classification for toxic/non-toxic outcomes (e.g., AMES mutagenicity, cardiotoxicity, hepatotoxicity). Dataset: ld50_zhu. (1) The rat oral LD50 is 1.83, given as -log10 of the dose in mol/kg body weight (higher means more acutely toxic). The molecule is CC(C)=CC1C(C(=O)O)C1(C)C. (2) The rat oral LD50 is 2.07, given as -log10 of the dose in mol/kg body weight (higher means more acutely toxic). The molecule is CCC(C)Nc1c([N+](=O)[O-])cc(C(C)(C)C)cc1[N+](=O)[O-]. (3) The molecule is CCOC(=O)CC(SP(=S)(OC)OC)C(=O)OCC. The rat oral LD50 is 3.06, given as -log10 of the dose in mol/kg body weight (higher means more acutely toxic). (4) The molecule is Clc1nc(Cl)nc(Nc2ccccc2Cl)n1. The rat oral LD50 is 2.01, given as -log10 of the dose in mol/kg body weight (higher means more acutely toxic). (5) The rat oral LD50 is 2.35, given as -log10 of the dose in mol/kg body weight (higher means more acutely toxic). The compound is O=C(O)c1cc2ccccc2cc1O. (6) The compound is CN(C)C#N. The rat oral LD50 is 2.68, given as -log10 of the dose in mol/kg body weight (higher means more acutely toxic). (7) The molecule is CCOC(=O)C(C)O. The rat oral LD50 is 1.16, given as -log10 of the dose in mol/kg body weight (higher means more acutely toxic). (8) The compound is O=C(O)C(F)(F)C(F)(F)C(F)(F)C(F)(F)C(F)(F)C(F)(F)C(F)(F)C(F)(F)C(F)(F)F. The rat oral LD50 is 3.96, given as -log10 of the dose in mol/kg body weight (higher means more acutely toxic).